Dataset: Catalyst prediction with 721,799 reactions and 888 catalyst types from USPTO. Task: Predict which catalyst facilitates the given reaction. Reactant: [CH3:1][C:2]1[CH:7]=[CH:6][C:5]([N+:8]([O-:10])=[O:9])=[CH:4][C:3]=1[NH:11][C:12]1[N:17]=[C:16]([C:18]2[CH:19]=[N:20][CH:21]=[CH:22][CH:23]=2)[C:15]([C:24]([O:26]CC)=[O:25])=[CH:14][N:13]=1.C(=O)([O-])[O-].[Na+:33].[Na+]. Product: [CH3:1][C:2]1[CH:7]=[CH:6][C:5]([N+:8]([O-:10])=[O:9])=[CH:4][C:3]=1[NH:11][C:12]1[N:17]=[C:16]([C:18]2[CH:19]=[N:20][CH:21]=[CH:22][CH:23]=2)[C:15]([C:24]([O-:26])=[O:25])=[CH:14][N:13]=1.[Na+:33]. The catalyst class is: 40.